Dataset: Forward reaction prediction with 1.9M reactions from USPTO patents (1976-2016). Task: Predict the product of the given reaction. (1) Given the reactants [CH3:1][O:2][C:3](=[O:17])[CH2:4][C:5]1[CH:10]=[CH:9][CH:8]=[C:7]([S:11]C(=O)N(C)C)[CH:6]=1.[OH-].[K+], predict the reaction product. The product is: [CH3:1][O:2][C:3](=[O:17])[CH2:4][C:5]1[CH:10]=[CH:9][CH:8]=[C:7]([SH:11])[CH:6]=1. (2) Given the reactants [CH:1]1([CH2:6][C@H:7]([CH2:19][OH:20])[C:8]([NH:10][O:11][CH2:12][C:13]2[CH:18]=[CH:17][CH:16]=[CH:15][CH:14]=2)=O)[CH2:5][CH2:4][CH2:3][CH2:2]1.C1(P(C2C=CC=CC=2)C2C=CC=CC=2)C=CC=CC=1.N(C(OC(C)C)=O)=NC(OC(C)C)=O, predict the reaction product. The product is: [CH:1]1([CH2:6][C@@H:7]2[CH2:8][N:10]([O:11][CH2:12][C:13]3[CH:18]=[CH:17][CH:16]=[CH:15][CH:14]=3)[C:19]2=[O:20])[CH2:5][CH2:4][CH2:3][CH2:2]1. (3) Given the reactants [NH:1]1[CH2:6][CH2:5][CH:4]([C:7]([O:9][CH3:10])=[O:8])[CH2:3][CH2:2]1.C(N(CC)CC)C.[CH3:18][N:19]([CH3:23])[C:20](Cl)=[O:21], predict the reaction product. The product is: [CH3:18][N:19]([CH3:23])[C:20]([N:1]1[CH2:6][CH2:5][CH:4]([C:7]([O:9][CH3:10])=[O:8])[CH2:3][CH2:2]1)=[O:21]. (4) Given the reactants [Br:1][C:2]1[CH:3]=[C:4]2[C:9](=[CH:10][CH:11]=1)[N:8]=[CH:7][C:6]([C:12]([CH:14]1[CH2:16][CH2:15]1)=[O:13])=[C:5]2Cl.[CH3:18][O:19][CH:20]1[CH2:24][CH2:23][N:22]([CH:25]2[CH2:30][CH2:29][CH:28]([NH2:31])[CH2:27][CH2:26]2)[CH2:21]1, predict the reaction product. The product is: [Br:1][C:2]1[CH:3]=[C:4]2[C:9](=[CH:10][CH:11]=1)[N:8]=[CH:7][C:6]([C:12]([CH:14]1[CH2:16][CH2:15]1)=[O:13])=[C:5]2[NH:31][CH:28]1[CH2:27][CH2:26][CH:25]([N:22]2[CH2:23][CH2:24][CH:20]([O:19][CH3:18])[CH2:21]2)[CH2:30][CH2:29]1. (5) Given the reactants [I-].[CH3:2][S+](C)(C)=O.[H-].[Na+].[CH2:9]([O:11][C:12](=[O:23])[CH:13]=[CH:14][C:15]1[CH:20]=[CH:19][C:18]([O:21][CH3:22])=[CH:17][CH:16]=1)[CH3:10], predict the reaction product. The product is: [CH2:9]([O:11][C:12]([C@@H:13]1[CH2:2][C@H:14]1[C:15]1[CH:16]=[CH:17][C:18]([O:21][CH3:22])=[CH:19][CH:20]=1)=[O:23])[CH3:10]. (6) Given the reactants [NH2:1][C:2]1[C:7]([N+:8]([O-:10])=[O:9])=[CH:6][CH:5]=[CH:4][C:3]=1[OH:11].C(=O)([O-])[O-].[K+].[K+].[I-].[Na+].[CH2:20](Cl)[C:21]1[CH:26]=[CH:25][CH:24]=[CH:23][CH:22]=1.[Br:28]N1C(=O)CCC1=O, predict the reaction product. The product is: [CH2:20]([O:11][C:3]1[CH:4]=[C:5]([Br:28])[CH:6]=[C:7]([N+:8]([O-:10])=[O:9])[C:2]=1[NH2:1])[C:21]1[CH:26]=[CH:25][CH:24]=[CH:23][CH:22]=1. (7) Given the reactants [CH:1]([C@H:4]1[C:12]2[C:7](=[CH:8][C:9]([C:13]([OH:15])=O)=[CH:10][CH:11]=2)[C:6](=[O:16])[N:5]1[CH2:17][C@H:18]1[CH2:23][CH2:22][C@H:21]([C:24]([F:27])([F:26])[F:25])[CH2:20][CH2:19]1)([CH3:3])[CH3:2].[CH2:28]([S:30]([C:33]1[CH:38]=[CH:37][C:36]([CH2:39][NH2:40])=[CH:35][CH:34]=1)(=[O:32])=[O:31])[CH3:29].CN(C(ON1N=NC2C=CC=NC1=2)=[N+](C)C)C.F[P-](F)(F)(F)(F)F.CCN(C(C)C)C(C)C, predict the reaction product. The product is: [CH2:28]([S:30]([C:33]1[CH:38]=[CH:37][C:36]([CH2:39][NH:40][C:13]([C:9]2[CH:8]=[C:7]3[C:12](=[CH:11][CH:10]=2)[C@H:4]([CH:1]([CH3:2])[CH3:3])[N:5]([CH2:17][C@H:18]2[CH2:19][CH2:20][C@H:21]([C:24]([F:26])([F:25])[F:27])[CH2:22][CH2:23]2)[C:6]3=[O:16])=[O:15])=[CH:35][CH:34]=1)(=[O:32])=[O:31])[CH3:29].